Dataset: Forward reaction prediction with 1.9M reactions from USPTO patents (1976-2016). Task: Predict the product of the given reaction. Given the reactants [F:1][C:2]1[CH:7]=[CH:6][C:5]([NH:8][C:9]2[N:14]3[N:15]=[CH:16][C:17]([C:18](O)=[O:19])=[C:13]3[N:12]=[CH:11][C:10]=2[C:21]([N:23]2[CH2:28][CH2:27][C:26]3([C:36]4[C:31](=[CH:32][CH:33]=[CH:34][CH:35]=4)[CH2:30][CH2:29]3)[CH2:25][CH2:24]2)=[O:22])=[C:4]([CH3:37])[CH:3]=1.[CH:38]1([S:41]([NH2:44])(=[O:43])=[O:42])[CH2:40][CH2:39]1, predict the reaction product. The product is: [F:1][C:2]1[CH:7]=[CH:6][C:5]([NH:8][C:9]2[N:14]3[N:15]=[CH:16][C:17]([C:18]([NH:44][S:41]([CH:38]4[CH2:40][CH2:39]4)(=[O:43])=[O:42])=[O:19])=[C:13]3[N:12]=[CH:11][C:10]=2[C:21]([N:23]2[CH2:24][CH2:25][C:26]3([C:36]4[C:31](=[CH:32][CH:33]=[CH:34][CH:35]=4)[CH2:30][CH2:29]3)[CH2:27][CH2:28]2)=[O:22])=[C:4]([CH3:37])[CH:3]=1.